Dataset: Forward reaction prediction with 1.9M reactions from USPTO patents (1976-2016). Task: Predict the product of the given reaction. (1) Given the reactants [C:1]([C:3]1([NH:6][C:7]([C@@H:9]2[CH2:13][C@@H:12]([S:14]([C:17]3[CH:22]=[CH:21][C:20]([O:23][CH2:24][C:25]([F:28])([F:27])[F:26])=[CH:19][C:18]=3[C:29]([F:32])([F:31])[F:30])(=[O:16])=[O:15])[CH2:11][NH:10]2)=[O:8])[CH2:5][CH2:4]1)#[N:2].Cl[C:34]1[S:35][C:36]([C:39]([F:42])([F:41])[F:40])=[N:37][N:38]=1, predict the reaction product. The product is: [C:1]([C:3]1([NH:6][C:7]([C@@H:9]2[CH2:13][C@@H:12]([S:14]([C:17]3[CH:22]=[CH:21][C:20]([O:23][CH2:24][C:25]([F:26])([F:27])[F:28])=[CH:19][C:18]=3[C:29]([F:31])([F:32])[F:30])(=[O:16])=[O:15])[CH2:11][N:10]2[C:34]2[S:35][C:36]([C:39]([F:42])([F:41])[F:40])=[N:37][N:38]=2)=[O:8])[CH2:5][CH2:4]1)#[N:2]. (2) Given the reactants C(OC(=O)[NH:7][N:8]1[C:17]([CH3:18])=[C:16]([C:19](=[O:29])[NH:20][CH2:21][C:22]2[CH:27]=[CH:26][CH:25]=[C:24]([I:28])[CH:23]=2)[C:15]2[C:10](=[C:11]([F:30])[CH:12]=[CH:13][CH:14]=2)[C:9]1=[O:31])(C)(C)C, predict the reaction product. The product is: [I:28][C:24]1[CH:23]=[C:22]([CH:27]=[CH:26][CH:25]=1)[CH2:21][NH:20][C:19]([C:16]1[C:15]2[C:10](=[C:11]([F:30])[CH:12]=[CH:13][CH:14]=2)[C:9](=[O:31])[N:8]([NH2:7])[C:17]=1[CH3:18])=[O:29]. (3) Given the reactants C[O:2][C:3]([C:5]1[CH:10]=[CH:9][C:8]([C:11]2[NH:12][C:13]3[CH:19]=[C:18]([C:20]([OH:22])=[O:21])[CH:17]=[CH:16][C:14]=3[N:15]=2)=[CH:7][CH:6]=1)=[O:4].[Li+].[OH-].C, predict the reaction product. The product is: [C:3]([C:5]1[CH:6]=[CH:7][C:8]([C:11]2[NH:12][C:13]3[CH:19]=[C:18]([C:20]([OH:22])=[O:21])[CH:17]=[CH:16][C:14]=3[N:15]=2)=[CH:9][CH:10]=1)([OH:4])=[O:2]. (4) Given the reactants O.C[Si]([Cl:6])(C)C.[CH3:7][N:8]([CH2:10][CH:11]1[CH2:17][CH2:16][CH:15]2[CH:13]([CH2:14]2)[C:12]1([C:19]1[CH:24]=[CH:23][CH:22]=[C:21]([OH:25])[CH:20]=1)[OH:18])[CH3:9], predict the reaction product. The product is: [ClH:6].[CH3:9][N:8]([CH2:10][CH:11]1[CH2:17][CH2:16][CH:15]2[CH:13]([CH2:14]2)[C:12]1([C:19]1[CH:24]=[CH:23][CH:22]=[C:21]([OH:25])[CH:20]=1)[OH:18])[CH3:7]. (5) Given the reactants N[C:2]1[N:3]=[CH:4][C:5]([CH2:15][OH:16])=[N:6][C:7]=1[C:8]1[C:12]([CH3:14])([CH3:13])[CH2:11][CH2:10][CH:9]=1.[I:17]I.[O-]S([O-])(=S)=O.[Na+].[Na+], predict the reaction product. The product is: [CH3:13][C:12]1([CH3:14])[C:8]([C:7]2[N:6]=[C:5]([CH2:15][OH:16])[CH:4]=[N:3][C:2]=2[I:17])=[CH:9][CH2:10][CH2:11]1. (6) Given the reactants C(OC([NH:8][CH:9]([CH2:14][C:15]1[CH:20]=[CH:19][C:18]([O:21][CH2:22][CH2:23][N:24]2[C:28]3[CH:29]=[CH:30][C:31]([C:33](=[N:40][O:41][CH3:42])[C:34]4[CH:39]=[CH:38][CH:37]=[CH:36][CH:35]=4)=[CH:32][C:27]=3[S:26][C:25]2=[O:43])=[CH:17][CH:16]=1)[C:10]([O:12][CH3:13])=[O:11])=O)(C)(C)C.C(O)(C(F)(F)F)=O, predict the reaction product. The product is: [NH2:8][CH:9]([CH2:14][C:15]1[CH:20]=[CH:19][C:18]([O:21][CH2:22][CH2:23][N:24]2[C:28]3[CH:29]=[CH:30][C:31]([C:33](=[N:40][O:41][CH3:42])[C:34]4[CH:39]=[CH:38][CH:37]=[CH:36][CH:35]=4)=[CH:32][C:27]=3[S:26][C:25]2=[O:43])=[CH:17][CH:16]=1)[C:10]([O:12][CH3:13])=[O:11]. (7) Given the reactants [OH:1][CH2:2][C@H:3]1[CH2:5][C@@H:4]1[C:6]([NH:8][C@@H:9]([C:11]1[CH:16]=[CH:15][C:14]([O:17][CH2:18][C:19]([F:22])([F:21])[F:20])=[CH:13][N:12]=1)[CH3:10])=[O:7].[C:23]1(O)[CH:28]=[CH:27][CH:26]=[CH:25][CH:24]=1.C1(P(C2C=CC=CC=2)C2C=CC=CC=2)C=CC=CC=1.N(C(OC(C)(C)C)=O)=NC(OC(C)(C)C)=O, predict the reaction product. The product is: [O:1]([CH2:2][C@H:3]1[CH2:5][C@@H:4]1[C:6]([NH:8][C@@H:9]([C:11]1[CH:16]=[CH:15][C:14]([O:17][CH2:18][C:19]([F:22])([F:20])[F:21])=[CH:13][N:12]=1)[CH3:10])=[O:7])[C:23]1[CH:28]=[CH:27][CH:26]=[CH:25][CH:24]=1.